Task: Predict which catalyst facilitates the given reaction.. Dataset: Catalyst prediction with 721,799 reactions and 888 catalyst types from USPTO Reactant: CC(C)([O-])C.[K+].[CH3:7][O:8][C:9]1[C:17]([S:18][CH3:19])=[C:16]([C:20]([F:23])([F:22])[F:21])[CH:15]=[CH:14][C:10]=1[C:11]([OH:13])=[O:12].[N:24]#[C:25][NH2:26].BrN1C(=[O:33])CCC1=O.O.[Mn]([O-])(=O)(=O)=O.[Na+].S(=O)(=O)(O)[O-].[Na+]. Product: [C:25]([N:26]=[S:18]([C:17]1[C:9]([O:8][CH3:7])=[C:10]([CH:14]=[CH:15][C:16]=1[C:20]([F:23])([F:22])[F:21])[C:11]([OH:13])=[O:12])([CH3:19])=[O:33])#[N:24]. The catalyst class is: 5.